This data is from Catalyst prediction with 721,799 reactions and 888 catalyst types from USPTO. The task is: Predict which catalyst facilitates the given reaction. (1) Reactant: CS(OS(C)(=O)=O)(=O)=O.[Si:10]([O:17][C:18]1[C:23]([CH2:24][CH3:25])=[CH:22][C:21]([CH:26]([C:28]2[N:29]([CH3:39])[N:30]=[C:31]([C:33]3[CH:38]=[CH:37][CH:36]=[CH:35][CH:34]=3)[N:32]=2)O)=[C:20]([F:40])[CH:19]=1)([C:13]([CH3:16])([CH3:15])[CH3:14])([CH3:12])[CH3:11].CCN(CC)CC.[C:48]([O:52][C:53]([N:55]([C:67]([O:69][C:70]([CH3:73])([CH3:72])[CH3:71])=[O:68])[C:56]1[C:65]2[C:60](=[CH:61][C:62]([NH2:66])=[CH:63][CH:64]=2)[CH:59]=[CH:58][N:57]=1)=[O:54])([CH3:51])([CH3:50])[CH3:49]. Product: [Si:10]([O:17][C:18]1[C:23]([CH2:24][CH3:25])=[CH:22][C:21]([CH:26]([C:28]2[N:29]([CH3:39])[N:30]=[C:31]([C:33]3[CH:38]=[CH:37][CH:36]=[CH:35][CH:34]=3)[N:32]=2)[NH:66][C:62]2[CH:61]=[C:60]3[C:65](=[CH:64][CH:63]=2)[C:56]([N:55]([C:53]([O:52][C:48]([CH3:51])([CH3:50])[CH3:49])=[O:54])[C:67]([O:69][C:70]([CH3:71])([CH3:72])[CH3:73])=[O:68])=[N:57][CH:58]=[CH:59]3)=[C:20]([F:40])[CH:19]=1)([C:13]([CH3:16])([CH3:15])[CH3:14])([CH3:12])[CH3:11]. The catalyst class is: 34. (2) Reactant: [CH2:1]([C:3]1[CH:11]=[C:10]([CH3:12])[C:9]2[N:8](S(C3C=CC(C)=CC=3)(=O)=O)[CH:7]=[CH:6][C:5]=2[C:4]=1[CH:23]=[O:24])[CH3:2].[OH-].[K+]. Product: [CH2:1]([C:3]1[CH:11]=[C:10]([CH3:12])[C:9]2[NH:8][CH:7]=[CH:6][C:5]=2[C:4]=1[CH:23]=[O:24])[CH3:2]. The catalyst class is: 271.